This data is from NCI-60 drug combinations with 297,098 pairs across 59 cell lines. The task is: Regression. Given two drug SMILES strings and cell line genomic features, predict the synergy score measuring deviation from expected non-interaction effect. (1) Drug 1: CCCS(=O)(=O)NC1=C(C(=C(C=C1)F)C(=O)C2=CNC3=C2C=C(C=N3)C4=CC=C(C=C4)Cl)F. Drug 2: CC1=C2C(C(=O)C3(C(CC4C(C3C(C(C2(C)C)(CC1OC(=O)C(C(C5=CC=CC=C5)NC(=O)C6=CC=CC=C6)O)O)OC(=O)C7=CC=CC=C7)(CO4)OC(=O)C)O)C)OC(=O)C. Cell line: NCI-H460. Synergy scores: CSS=57.9, Synergy_ZIP=0.299, Synergy_Bliss=-2.47, Synergy_Loewe=-65.8, Synergy_HSA=-3.64. (2) Drug 1: CN(C)C1=NC(=NC(=N1)N(C)C)N(C)C. Drug 2: CC=C1C(=O)NC(C(=O)OC2CC(=O)NC(C(=O)NC(CSSCCC=C2)C(=O)N1)C(C)C)C(C)C. Cell line: UACC62. Synergy scores: CSS=65.5, Synergy_ZIP=-1.93, Synergy_Bliss=-3.83, Synergy_Loewe=-65.0, Synergy_HSA=-4.26. (3) Drug 1: C1CC(C1)(C(=O)O)C(=O)O.[NH2-].[NH2-].[Pt+2]. Cell line: BT-549. Drug 2: CC=C1C(=O)NC(C(=O)OC2CC(=O)NC(C(=O)NC(CSSCCC=C2)C(=O)N1)C(C)C)C(C)C. Synergy scores: CSS=25.8, Synergy_ZIP=-0.284, Synergy_Bliss=1.96, Synergy_Loewe=-16.6, Synergy_HSA=2.00. (4) Drug 1: CC12CCC3C(C1CCC2O)C(CC4=C3C=CC(=C4)O)CCCCCCCCCS(=O)CCCC(C(F)(F)F)(F)F. Drug 2: C#CCC(CC1=CN=C2C(=N1)C(=NC(=N2)N)N)C3=CC=C(C=C3)C(=O)NC(CCC(=O)O)C(=O)O. Cell line: UO-31. Synergy scores: CSS=-9.50, Synergy_ZIP=10.9, Synergy_Bliss=16.0, Synergy_Loewe=2.15, Synergy_HSA=-1.22. (5) Drug 1: CC1=C(C=C(C=C1)NC(=O)C2=CC=C(C=C2)CN3CCN(CC3)C)NC4=NC=CC(=N4)C5=CN=CC=C5. Drug 2: C#CCC(CC1=CN=C2C(=N1)C(=NC(=N2)N)N)C3=CC=C(C=C3)C(=O)NC(CCC(=O)O)C(=O)O. Cell line: SF-295. Synergy scores: CSS=34.1, Synergy_ZIP=6.72, Synergy_Bliss=2.43, Synergy_Loewe=-11.9, Synergy_HSA=0.0165. (6) Drug 1: C1=CC(=CC=C1CC(C(=O)O)N)N(CCCl)CCCl.Cl. Drug 2: CCC1=C2CN3C(=CC4=C(C3=O)COC(=O)C4(CC)O)C2=NC5=C1C=C(C=C5)O. Cell line: EKVX. Synergy scores: CSS=13.9, Synergy_ZIP=-1.49, Synergy_Bliss=3.46, Synergy_Loewe=-5.64, Synergy_HSA=1.79. (7) Cell line: HT29. Drug 1: C1CNP(=O)(OC1)N(CCCl)CCCl. Synergy scores: CSS=29.2, Synergy_ZIP=0.125, Synergy_Bliss=-0.211, Synergy_Loewe=-48.0, Synergy_HSA=-0.748. Drug 2: CC1C(C(CC(O1)OC2CC(CC3=C2C(=C4C(=C3O)C(=O)C5=CC=CC=C5C4=O)O)(C(=O)C)O)N)O. (8) Drug 1: CNC(=O)C1=CC=CC=C1SC2=CC3=C(C=C2)C(=NN3)C=CC4=CC=CC=N4. Drug 2: CC=C1C(=O)NC(C(=O)OC2CC(=O)NC(C(=O)NC(CSSCCC=C2)C(=O)N1)C(C)C)C(C)C. Cell line: HL-60(TB). Synergy scores: CSS=38.9, Synergy_ZIP=-3.90, Synergy_Bliss=-15.3, Synergy_Loewe=-70.8, Synergy_HSA=-13.2.